This data is from Peptide-MHC class I binding affinity with 185,985 pairs from IEDB/IMGT. The task is: Regression. Given a peptide amino acid sequence and an MHC pseudo amino acid sequence, predict their binding affinity value. This is MHC class I binding data. The peptide sequence is LQKGGVIVY. The MHC is HLA-B07:02 with pseudo-sequence HLA-B07:02. The binding affinity (normalized) is 0.0847.